Dataset: Reaction yield outcomes from USPTO patents with 853,638 reactions. Task: Predict the reaction yield, written as a fraction of the theoretical maximum amount of product (1.0 means a 100% yield; for example, 0.34 means a 34% yield). (1) The reactants are [NH2:1][C:2]1[S:3][C:4]2[C:10]([C:11]3[CH:16]=[CH:15][CH:14]=[CH:13][CH:12]=3)=[CH:9][CH:8]=[C:7]([O:17][CH3:18])[C:5]=2[N:6]=1.Cl[C:20]([O:22][CH2:23][C:24]1[CH:29]=[CH:28][CH:27]=[CH:26][CH:25]=1)=[O:21]. The catalyst is N1C=CC=CC=1. The product is [CH2:23]([O:22][C:20](=[O:21])[NH:1][C:2]1[S:3][C:4]2[C:10]([C:11]3[CH:16]=[CH:15][CH:14]=[CH:13][CH:12]=3)=[CH:9][CH:8]=[C:7]([O:17][CH3:18])[C:5]=2[N:6]=1)[C:24]1[CH:29]=[CH:28][CH:27]=[CH:26][CH:25]=1. The yield is 0.790. (2) The yield is 0.200. The reactants are [Cl:1][C:2]1[CH:10]=[C:9]2[C:5]([C:6]([CH:11]=[O:12])=[CH:7][NH:8]2)=[CH:4][C:3]=1[C:13]1[CH:23]=[CH:22][C:16]([O:17][CH2:18][C:19]([NH2:21])=[O:20])=[CH:15][CH:14]=1.CC(=CC)C.Cl([O-])=[O:30].[Na+].O.OP([O-])(O)=O.[Na+]. The catalyst is C(#N)C.C(O)(C)(C)C.O. The product is [NH2:21][C:19](=[O:20])[CH2:18][O:17][C:16]1[CH:15]=[CH:14][C:13]([C:3]2[CH:4]=[C:5]3[C:9](=[CH:10][C:2]=2[Cl:1])[NH:8][CH:7]=[C:6]3[C:11]([OH:30])=[O:12])=[CH:23][CH:22]=1.